From a dataset of Peptide-MHC class I binding affinity with 185,985 pairs from IEDB/IMGT. Regression. Given a peptide amino acid sequence and an MHC pseudo amino acid sequence, predict their binding affinity value. This is MHC class I binding data. The peptide sequence is RTMSYKLAI. The MHC is Mamu-A70103 with pseudo-sequence Mamu-A70103. The binding affinity (normalized) is 1.00.